This data is from Experimentally validated miRNA-target interactions with 360,000+ pairs, plus equal number of negative samples. The task is: Binary Classification. Given a miRNA mature sequence and a target amino acid sequence, predict their likelihood of interaction. (1) The miRNA is hsa-miR-3194-5p with sequence GGCCAGCCACCAGGAGGGCUG. The protein sequence of the target gene is MGACLGACSLLSCASCLCGSAPCILCSCCPASRNSTVSRLIFTFFLFLGVLVSIIMLSPGVESQLYKLPWVCEEGAGIPTVLQGHIDCGSLLGYRAVYRMCFATAAFFFFFTLLMLCVSSSRDPRAAIQNGFWFFKFLILVGLTVGAFYIPDGSFTNIWFYFGVVGSFLFILIQLVLLIDFAHSWNQRWLGKAEECDSRAWYAGLFFFTLLFYLLSIAAVALMFMYYTEPSGCHEGKVFISLNLTFCVCVSIAAVLPKVQDAQPNSGLLQASVITLYTMFVTWSALSSIPEQKCNPHLPT.... Result: 0 (no interaction). (2) The miRNA is mmu-miR-3618-3p with sequence CUACAUUAAUGAAAAGAGCAAU. The protein sequence of the target gene is MALCNGDSKLENAGGDLKDGHHHYEGAVVILDAGAQYGKVIDRRVRELFVQSEIFPLETPAFAIKEQGFRAIIISGGPNSVYAEDAPWFDPAIFTIGKPVLGICYGMQMMNKVFGGTVHKKSVREDGVFNISVDNTCSLFRGLQKEEVVLLTHGDSVDKVADGFKVVARSGNIVAGIANESKKLYGAQFHPEVGLTENGKVILKNFLYDIAGCSGTFTVQNRELECIREIKERVGTSKVLVLLSGGVDSTVCTALLNRALNQEQVIAVHIDNGFMRKRESQSVEEALKKLGIQVKVINAA.... Result: 0 (no interaction). (3) The miRNA is hsa-miR-3156-5p with sequence AAAGAUCUGGAAGUGGGAGACA. The protein sequence of the target gene is MLSGIEAAAGEYEDSELRCRVAVEELSPGGQPRRRQALRTAELSLGRNERRELMLRLQAPGPAGRPRCFPLRAARLFTRFAEAGRSTLRLPAHDTPGAGAVQLLLSDCPPDRLRRFLRTLRLKLAAAPGPGPASARAQLLGPRPRDFVTISPVQPEERRLRAATRVPDTTLVKRPVEPQAGAEPSTEAPRWPLPVKRLSLPSTKPQLSEEQAAVLRAVLKGQSIFFTGSAGTGKSYLLKRILGSLPPTGTVATASTGVAACHIGGTTLHAFAGIGSGQAPLAQCVALAQRPGVRQGWLNC.... Result: 0 (no interaction). (4) The miRNA is mmu-miR-3083-5p with sequence AGGCUGGGAAUAUUUCAGAGAU. The protein sequence of the target gene is MAAVRGLRVSVKAEAPAGPALGLPSPEVESGLERGEPEPMEVEEGELEIVPVRRSLKELLPDTSRRYENKAGSFITGIDVTSKEAIEKKEQRAKRFHFRAEVNLAQRNVALDRDMMKKAIPKVRLETIYICGVDEMSTQDIFSYFKEYPPAHIEWLDDTSCNVVWLDEMTATRALINMSSLPAQDKMRSRDASEDKSSEKNKKDKQEDSSDDDETEEGEVEDENSSDVELDTLSQVEEESLLRNDLRPANKLAKGNRLFMRFATKDDKKELGAARRSQYYMKYGNPNYGGMKGILSNSWK.... Result: 1 (interaction).